Dataset: Full USPTO retrosynthesis dataset with 1.9M reactions from patents (1976-2016). Task: Predict the reactants needed to synthesize the given product. (1) Given the product [NH2:17][CH:18]([C:21]1[N:26]([CH2:27][C:28]2[CH:33]=[CH:32][CH:31]=[CH:30][CH:29]=2)[C:25](=[O:34])[C:24]2=[CH:35][CH:36]=[C:37]([Cl:38])[N:23]2[N:22]=1)[CH2:19][CH3:20], predict the reactants needed to synthesize it. The reactants are: C1C2C(COC(=O)[NH:17][CH:18]([C:21]3[N:26]([CH2:27][C:28]4[CH:33]=[CH:32][CH:31]=[CH:30][CH:29]=4)[C:25](=[O:34])[C:24]4=[CH:35][CH:36]=[C:37]([Cl:38])[N:23]4[N:22]=3)[CH2:19][CH3:20])C3C(=CC=CC=3)C=2C=CC=1.N1CCCCC1. (2) Given the product [ClH:38].[CH3:1][O:2][C:3]1[CH:4]=[C:5](/[C:9](=[CH:16]\[CH3:17])/[C@@H:10]([CH3:15])[CH2:11][N:12]([CH3:14])[CH3:13])[CH:6]=[CH:7][CH:8]=1, predict the reactants needed to synthesize it. The reactants are: [CH3:1][O:2][C:3]1[CH:4]=[C:5](/[C:9](=[CH:16]\[CH3:17])/[C@@H:10]([CH3:15])[CH2:11][N:12]([CH3:14])[CH3:13])[CH:6]=[CH:7][CH:8]=1.COC1C=C(/C(=C/C)/[C@@H](C)CN(C)C)C=CC=1.O.C[Si](C)(C)[Cl:38].